Task: Predict the reactants needed to synthesize the given product.. Dataset: Full USPTO retrosynthesis dataset with 1.9M reactions from patents (1976-2016) (1) The reactants are: [OH:1][C:2]1[C:11]2[C:6](=[CH:7][CH:8]=[CH:9][CH:10]=2)[N:5]=[C:4]([C:12]([O:14][CH3:15])=[O:13])[CH:3]=1. Given the product [OH:1][C:2]1[C:11]2[CH2:10][CH2:9][CH2:8][CH2:7][C:6]=2[N:5]=[C:4]([C:12]([O:14][CH3:15])=[O:13])[CH:3]=1, predict the reactants needed to synthesize it. (2) Given the product [C:1]([C:4]1[N:8]([CH2:9][CH2:10][CH2:11][F:12])[CH:7]=[C:6]([C:13]2([C:21]3[CH:22]=[C:23]([CH:24]=[CH:25][CH:26]=3)[O:27][CH2:29][C:30]3[CH:31]=[C:32]([CH:36]=[CH:37][CH:38]=3)[C:33]([NH2:35])=[O:34])[C:14](=[O:20])[N:15]([CH3:19])[C:16]([NH2:18])=[N:17]2)[CH:5]=1)(=[O:3])[CH3:2], predict the reactants needed to synthesize it. The reactants are: [C:1]([C:4]1[N:8]([CH2:9][CH2:10][CH2:11][F:12])[CH:7]=[C:6]([C:13]2([C:21]3[CH:26]=[CH:25][CH:24]=[C:23]([OH:27])[CH:22]=3)[N:17]=[C:16]([NH2:18])[N:15]([CH3:19])[C:14]2=[O:20])[CH:5]=1)(=[O:3])[CH3:2].Cl[CH2:29][C:30]1[CH:31]=[C:32]([CH:36]=[CH:37][CH:38]=1)[C:33]([NH2:35])=[O:34].[I-].[Na+].C(=O)([O-])[O-].[Cs+].[Cs+].